Dataset: Reaction yield outcomes from USPTO patents with 853,638 reactions. Task: Predict the reaction yield, written as a fraction of the theoretical maximum amount of product (1.0 means a 100% yield; for example, 0.34 means a 34% yield). (1) The reactants are [OH:1][CH2:2][CH:3]1[NH:8][CH2:7][CH2:6][N:5]([C:9]([O:11][C:12]([CH3:15])([CH3:14])[CH3:13])=[O:10])[CH2:4]1.[Br:16][C:17]1[CH:18]=[C:19]([N:23]=[C:24]=[O:25])[CH:20]=[CH:21][CH:22]=1. The catalyst is O1CCCC1. The product is [Br:16][C:17]1[CH:18]=[C:19]([NH:23][C:24]([N:8]2[CH2:7][CH2:6][N:5]([C:9]([O:11][C:12]([CH3:15])([CH3:14])[CH3:13])=[O:10])[CH2:4][CH:3]2[CH2:2][OH:1])=[O:25])[CH:20]=[CH:21][CH:22]=1. The yield is 0.874. (2) The reactants are Br[C:2]1[CH:7]=[CH:6][N:5]=[CH:4][C:3]=1[N:8]([CH3:25])[C:9](=[O:24])[C:10]1[CH:15]=[C:14]([C:16]([F:19])([F:18])[F:17])[CH:13]=[C:12]([C:20]([F:23])([F:22])[F:21])[CH:11]=1.[CH3:26][C:27]1[S:28][C:29](B2OC(C)(C)C(C)(C)O2)=[C:30]([CH3:32])[N:31]=1.C([O-])([O-])=O.[K+].[K+].COC1C=CC=C(OC)C=1C1C=CC=CC=1P(C1CCCCC1)C1CCCCC1. The catalyst is CN(C=O)C.C1C=CC([P]([Pd]([P](C2C=CC=CC=2)(C2C=CC=CC=2)C2C=CC=CC=2)([P](C2C=CC=CC=2)(C2C=CC=CC=2)C2C=CC=CC=2)[P](C2C=CC=CC=2)(C2C=CC=CC=2)C2C=CC=CC=2)(C2C=CC=CC=2)C2C=CC=CC=2)=CC=1. The product is [CH3:26][C:27]1[S:28][C:29]([C:2]2[CH:7]=[CH:6][N:5]=[CH:4][C:3]=2[N:8]([CH3:25])[C:9](=[O:24])[C:10]2[CH:15]=[C:14]([C:16]([F:19])([F:18])[F:17])[CH:13]=[C:12]([C:20]([F:23])([F:22])[F:21])[CH:11]=2)=[C:30]([CH3:32])[N:31]=1. The yield is 0.0700. (3) The reactants are [C:1]([O:5][C:6](=[O:26])[CH2:7][N:8]1[C:16]2[C:11](=[C:12]([CH3:25])[CH:13]=[C:14]([O:17]CC3C=CC=CC=3)[CH:15]=2)[CH:10]=[CH:9]1)([CH3:4])([CH3:3])[CH3:2]. The catalyst is C(O)C.[Pd]. The product is [C:1]([O:5][C:6](=[O:26])[CH2:7][N:8]1[C:16]2[C:11](=[C:12]([CH3:25])[CH:13]=[C:14]([OH:17])[CH:15]=2)[CH:10]=[CH:9]1)([CH3:4])([CH3:3])[CH3:2]. The yield is 0.960. (4) The reactants are C1CO[C:8]2[CH:7]=[CH:6][C:5]([NH:11][C:12]3[C:17]([F:18])=[CH:16][N:15]=[C:14]([NH:19][C:20]4[CH:25]=[CH:24][CH:23]=[C:22](O)[CH:21]=4)[N:13]=3)=[CH:4][C:3]=2[O:2]1.ClC1N=C(NC2C=CC=C(O)C=2)C(F)=C[N:29]=1.N1C=CC=CC=1CN. No catalyst specified. The product is [F:18][C:17]1[C:12]([NH:11][C:5]2[CH:6]=[CH:7][CH:8]=[C:3]([OH:2])[CH:4]=2)=[N:13][C:14]([NH:19][CH2:20][C:25]2[CH:24]=[CH:23][CH:22]=[CH:21][N:29]=2)=[N:15][CH:16]=1. The yield is 0.620.